From a dataset of Catalyst prediction with 721,799 reactions and 888 catalyst types from USPTO. Predict which catalyst facilitates the given reaction. (1) Reactant: [N:1]1[C:10]2[C:5](=[CH:6][C:7]([C:11]([O:13]C)=O)=[CH:8][CH:9]=2)[N:4]=[CH:3][CH:2]=1.[NH3:15]. Product: [N:1]1[C:10]2[C:5](=[CH:6][C:7]([C:11]([NH2:15])=[O:13])=[CH:8][CH:9]=2)[N:4]=[CH:3][CH:2]=1. The catalyst class is: 5. (2) Reactant: Br[CH2:2][C:3]1[C:8]([CH2:9][CH3:10])=[CH:7][CH:6]=[CH:5][C:4]=1[N:11]1[C:15](=[O:16])[N:14]([CH3:17])[N:13]=[N:12]1.[F:18][C:19]1[CH:24]=[CH:23][C:22]([N:25]2[CH:29]=[CH:28][C:27]([OH:30])=[N:26]2)=[CH:21][CH:20]=1.C(=O)([O-])[O-].[K+].[K+].C(#N)C. Product: [F:18][C:19]1[CH:20]=[CH:21][C:22]([N:25]2[CH:29]=[CH:28][C:27]([O:30][CH2:2][C:3]3[C:8]([CH2:9][CH3:10])=[CH:7][CH:6]=[CH:5][C:4]=3[N:11]3[C:15](=[O:16])[N:14]([CH3:17])[N:13]=[N:12]3)=[N:26]2)=[CH:23][CH:24]=1. The catalyst class is: 6. (3) Reactant: [CH3:1][C:2]([C:4]1[CH:9]=[CH:8][C:7]([C:10]([F:13])([F:12])[F:11])=[CH:6][CH:5]=1)=[O:3].[CH2:14]=O.[ClH:16].[CH3:17][NH:18][CH3:19].Cl. Product: [ClH:16].[CH3:17][N:18]([CH3:14])[CH2:19][CH2:1][C:2]([C:4]1[CH:9]=[CH:8][C:7]([C:10]([F:11])([F:12])[F:13])=[CH:6][CH:5]=1)=[O:3]. The catalyst class is: 14. (4) Reactant: [F:1][CH2:2][CH2:3][O:4][C:5]1[N:23]=[C:22]([NH2:24])[C:21]([N+:25]([O-])=O)=[CH:20][C:6]=1[C:7]([NH:9][C@H:10]1[CH2:15][CH2:14][C@H:13]([C:16]([F:19])([F:18])[F:17])[CH2:12][CH2:11]1)=[O:8].CO. Product: [NH2:25][C:21]1[C:22]([NH2:24])=[N:23][C:5]([O:4][CH2:3][CH2:2][F:1])=[C:6]([CH:20]=1)[C:7]([NH:9][C@H:10]1[CH2:11][CH2:12][C@H:13]([C:16]([F:18])([F:17])[F:19])[CH2:14][CH2:15]1)=[O:8]. The catalyst class is: 814. (5) Reactant: [Cl:1][C:2]1[CH:3]=[C:4]([CH:8]=[CH:9][N:10]=1)[C:5]([OH:7])=[O:6].C(Cl)(=O)C(Cl)=O.[CH2:17](O)[C:18]([CH3:21])([CH3:20])[CH3:19].CCN(CC)CC. Product: [Cl:1][C:2]1[CH:3]=[C:4]([CH:8]=[CH:9][N:10]=1)[C:5]([O:7][CH2:17][C:18]([CH3:21])([CH3:20])[CH3:19])=[O:6]. The catalyst class is: 59. (6) Reactant: [N:1]1[CH:6]=[CH:5][CH:4]=[CH:3][C:2]=1[C:7]1[N:11]=[N:10][N:9]([CH2:12][Si](C)(C)C)[C:8]=1[CH2:17][OH:18].O.[F-].C([N+](CCCC)(CCCC)CCCC)CCC. Product: [CH3:12][N:9]1[C:8]([CH2:17][OH:18])=[C:7]([C:2]2[CH:3]=[CH:4][CH:5]=[CH:6][N:1]=2)[N:11]=[N:10]1. The catalyst class is: 1.